From a dataset of Forward reaction prediction with 1.9M reactions from USPTO patents (1976-2016). Predict the product of the given reaction. (1) Given the reactants [Br:1][C:2]1[N:3]=[CH:4][C:5]([NH2:8])=[N:6][CH:7]=1.[CH2:9]([O:11][C:12]([C:14]1([CH2:27][CH:28]=O)[CH2:19][CH2:18][N:17]([C:20]([O:22][C:23]([CH3:26])([CH3:25])[CH3:24])=[O:21])[CH2:16][CH2:15]1)=[O:13])[CH3:10].C(O)(=O)C.[BH-](OC(C)=O)(OC(C)=O)OC(C)=O.[Na+], predict the reaction product. The product is: [CH2:9]([O:11][C:12]([C:14]1([CH2:27][CH2:28][NH:8][C:5]2[CH:4]=[N:3][C:2]([Br:1])=[CH:7][N:6]=2)[CH2:19][CH2:18][N:17]([C:20]([O:22][C:23]([CH3:26])([CH3:25])[CH3:24])=[O:21])[CH2:16][CH2:15]1)=[O:13])[CH3:10]. (2) Given the reactants [CH3:1][C@H:2]1[O:7][C@@H:6]([CH3:8])[CH2:5][N:4]([CH2:9][C:10]([O:12]C)=O)[CH2:3]1.O.[NH2:15][NH2:16], predict the reaction product. The product is: [CH3:1][C@H:2]1[O:7][C@@H:6]([CH3:8])[CH2:5][N:4]([CH2:9][C:10]([NH:15][NH2:16])=[O:12])[CH2:3]1. (3) Given the reactants Br[C:2]1[CH:7]=[CH:6][C:5]([F:8])=[CH:4][CH:3]=1.[C:9]([O:13][CH3:14])(=[O:12])[CH:10]=[CH2:11].C1(N(C)C2CCCCC2)CCCCC1, predict the reaction product. The product is: [F:8][C:5]1[CH:6]=[CH:7][C:2](/[CH:11]=[CH:10]/[C:9]([O:13][CH3:14])=[O:12])=[CH:3][CH:4]=1. (4) Given the reactants [CH3:1][C:2]1([CH3:33])[C:11]2[C:6](=[CH:7][CH:8]=[C:9]([C:12]([O:14]CC)=[O:13])[CH:10]=2)[NH:5][CH:4]([C:17]2[CH:22]=[CH:21][CH:20]=[CH:19][C:18]=2[NH:23][S:24]([C:27]2[CH:28]=[N:29][CH:30]=[CH:31][CH:32]=2)(=[O:26])=[O:25])[CH2:3]1.O.[OH-].[Li+].[OH-].[Na+], predict the reaction product. The product is: [CH3:1][C:2]1([CH3:33])[C:11]2[C:6](=[CH:7][CH:8]=[C:9]([C:12]([OH:14])=[O:13])[CH:10]=2)[NH:5][CH:4]([C:17]2[CH:22]=[CH:21][CH:20]=[CH:19][C:18]=2[NH:23][S:24]([C:27]2[CH:28]=[N:29][CH:30]=[CH:31][CH:32]=2)(=[O:26])=[O:25])[CH2:3]1. (5) The product is: [CH3:1][O:2][C:3]1[CH:10]=[CH:9][C:8]([C:11]2[S:12][CH:13]=[CH:14][CH:15]=2)=[CH:7][C:4]=1/[CH:5]=[CH:17]/[C:16]([C:19]1[CH:27]=[CH:26][C:22]([C:23]([OH:25])=[O:24])=[CH:21][CH:20]=1)=[O:18]. Given the reactants [CH3:1][O:2][C:3]1[CH:10]=[CH:9][C:8]([C:11]2[S:12][CH:13]=[CH:14][CH:15]=2)=[CH:7][C:4]=1[CH:5]=O.[C:16]([C:19]1[CH:27]=[CH:26][C:22]([C:23]([OH:25])=[O:24])=[CH:21][CH:20]=1)(=[O:18])[CH3:17], predict the reaction product. (6) The product is: [Cl:28][C:29]1[CH:34]=[C:33]([C:2]2[CH:3]=[C:4]3[C:9](=[CH:10][CH:11]=2)[N:8]=[CH:7][C:6]([C:12]([CH:14]2[CH2:15][CH2:16]2)=[O:13])=[C:5]3[N:17]2[CH2:22][CH2:21][CH:20]([CH:23]([N:25]([CH3:27])[CH3:26])[CH3:24])[CH2:19][CH2:18]2)[CH:32]=[C:31]([F:44])[C:30]=1[OH:45]. Given the reactants Br[C:2]1[CH:3]=[C:4]2[C:9](=[CH:10][CH:11]=1)[N:8]=[CH:7][C:6]([C:12]([CH:14]1[CH2:16][CH2:15]1)=[O:13])=[C:5]2[N:17]1[CH2:22][CH2:21][CH:20]([CH:23]([N:25]([CH3:27])[CH3:26])[CH3:24])[CH2:19][CH2:18]1.[Cl:28][C:29]1[CH:34]=[C:33](B2OC(C)(C)C(C)(C)O2)[CH:32]=[C:31]([F:44])[C:30]=1[OH:45], predict the reaction product. (7) Given the reactants N1CCOCC1.[C:7]([Si:11]([CH3:27])([CH3:26])[O:12][CH2:13][CH2:14][CH2:15][C:16]1[C:17]([C:24]#[N:25])=[C:18]([S-:23])[NH:19][C:20](=[O:22])[CH:21]=1)([CH3:10])([CH3:9])[CH3:8].Br[CH2:29][C:30]([NH2:32])=[O:31], predict the reaction product. The product is: [C:7]([Si:11]([CH3:27])([CH3:26])[O:12][CH2:13][CH2:14][CH2:15][C:16]1[C:17]([C:24]#[N:25])=[C:18]([S:23][CH2:29][C:30]([NH2:32])=[O:31])[NH:19][C:20](=[O:22])[CH:21]=1)([CH3:8])([CH3:9])[CH3:10].